This data is from Full USPTO retrosynthesis dataset with 1.9M reactions from patents (1976-2016). The task is: Predict the reactants needed to synthesize the given product. (1) Given the product [I:20][C:17]1[CH:16]=[CH:15][C:14]([O:13][C:12]2[CH:11]=[N:10][CH:9]=[C:8]3[S:21][C:5]([C:3]4[NH:2][O:1][C:27](=[O:28])[N:4]=4)=[CH:6][C:7]=23)=[CH:19][CH:18]=1, predict the reactants needed to synthesize it. The reactants are: [OH:1][NH:2][C:3]([C:5]1[S:21][C:8]2=[CH:9][N:10]=[CH:11][C:12]([O:13][C:14]3[CH:19]=[CH:18][C:17]([I:20])=[CH:16][CH:15]=3)=[C:7]2[CH:6]=1)=[NH:4].C1N=CN([C:27](N2C=NC=C2)=[O:28])C=1. (2) Given the product [CH3:1][C:2]1[CH:7]=[CH:6][CH:5]=[CH:4][C:3]=1[CH2:16][O:15][CH2:13][CH2:12][CH2:11][C:18]([OH:19])=[O:21], predict the reactants needed to synthesize it. The reactants are: [CH3:1][C:2]1[CH:7]=[CH:6][CH:5]=[CH:4][C:3]=1O.BrC[CH2:11][CH2:12][C:13]([O:15][CH2:16]C)=O.[C:18](=[O:21])([O-])[O-:19].[K+].[K+].[OH-].[Na+].Cl.